From a dataset of Peptide-MHC class I binding affinity with 185,985 pairs from IEDB/IMGT. Regression. Given a peptide amino acid sequence and an MHC pseudo amino acid sequence, predict their binding affinity value. This is MHC class I binding data. The peptide sequence is WLGARYLEF. The MHC is HLA-B15:01 with pseudo-sequence HLA-B15:01. The binding affinity (normalized) is 0.532.